This data is from Full USPTO retrosynthesis dataset with 1.9M reactions from patents (1976-2016). The task is: Predict the reactants needed to synthesize the given product. (1) Given the product [Br:1][C:2]1[CH:3]=[C:4]([CH:7]=[CH:8][C:9]=1[O:10][CH2:21][O:22][CH2:23][CH2:24][O:25][CH3:26])[C:5]#[N:6], predict the reactants needed to synthesize it. The reactants are: [Br:1][C:2]1[CH:3]=[C:4]([CH:7]=[CH:8][C:9]=1[OH:10])[C:5]#[N:6].CCN(C(C)C)C(C)C.Cl[CH2:21][O:22][CH2:23][CH2:24][O:25][CH3:26]. (2) Given the product [Br:13][C:14]1[CH:15]=[N:16][CH:17]=[C:18]([F:20])[C:19]=1[CH2:1][CH3:2], predict the reactants needed to synthesize it. The reactants are: [CH2:1]([Li])[CH2:2]CC.C(NC(C)C)(C)C.[Br:13][C:14]1[CH:15]=[N:16][CH:17]=[C:18]([F:20])[CH:19]=1.C(I)C.